Dataset: Reaction yield outcomes from USPTO patents with 853,638 reactions. Task: Predict the reaction yield, written as a fraction of the theoretical maximum amount of product (1.0 means a 100% yield; for example, 0.34 means a 34% yield). (1) The reactants are [CH3:1][C:2]([C:6]1[NH:7][C:8]2[C:13]([CH:14]=1)=[CH:12][C:11]([N+:15]([O-])=O)=[CH:10][CH:9]=2)([CH3:5])[CH2:3][OH:4].O.O.[Sn](Cl)(Cl)(Cl)Cl. The catalyst is C(O)C.C(OCC)(=O)C.O. The product is [NH2:15][C:11]1[CH:12]=[C:13]2[C:8](=[CH:9][CH:10]=1)[NH:7][C:6]([C:2]([CH3:5])([CH3:1])[CH2:3][OH:4])=[CH:14]2. The yield is 0.980. (2) The reactants are Cl.FC1C=C(C=CC=1)CN1C=C(C2C3C(=NC=C(C4C=CC(C5CCNCC5)=CC=4)C=3)N(S(C3C=CC(C)=CC=3)(=O)=O)C=2)C=N1.[CH2:46]([N:54]1[CH:58]=[C:57]([C:59]2[C:67]3[C:62](=[N:63][CH:64]=[C:65]([C:68]4[CH:69]=[C:70]([NH:74][CH:75]5[CH2:80][CH2:79][N:78]([C:81]([O:83][C:84]([CH3:87])([CH3:86])[CH3:85])=[O:82])[CH2:77][CH2:76]5)[CH:71]=[CH:72][CH:73]=4)[CH:66]=3)[N:61](S(C3C=CC(C)=CC=3)(=O)=O)[CH:60]=2)[CH:56]=[N:55]1)[CH2:47][C:48]1[CH:53]=[CH:52][CH:51]=[CH:50][CH:49]=1.[OH-].[Li+]. The catalyst is C1COCC1.CO.O. The product is [CH2:46]([N:54]1[CH:58]=[C:57]([C:59]2[C:67]3[C:62](=[N:63][CH:64]=[C:65]([C:68]4[CH:69]=[C:70]([NH:74][CH:75]5[CH2:80][CH2:79][N:78]([C:81]([O:83][C:84]([CH3:87])([CH3:86])[CH3:85])=[O:82])[CH2:77][CH2:76]5)[CH:71]=[CH:72][CH:73]=4)[CH:66]=3)[NH:61][CH:60]=2)[CH:56]=[N:55]1)[CH2:47][C:48]1[CH:49]=[CH:50][CH:51]=[CH:52][CH:53]=1. The yield is 0.677. (3) The product is [CH2:66]([O:65][C:62]1[CH:61]=[CH:60][C:59]([CH2:58][C@H:53]([NH:52][C:21]([C@@H:11](/[CH:10]=[CH:9]/[CH2:8][CH2:7][CH2:6][CH2:5][CH2:4][CH2:3][C:2]([F:1])([F:51])[CH2:44][CH2:45][CH2:46][CH2:47][CH2:48][CH2:49][CH3:50])[C@@:12]([OH:20])([CH2:16][CH2:17][O:18][CH3:19])[C:13]([O:15][C:11]([CH3:21])([CH3:12])[CH3:10])=[O:14])=[O:22])[C:54]([O:56][CH3:57])=[O:55])=[CH:64][CH:63]=1)[C:67]#[C:68][CH3:69]. The catalyst is ClCCl. The yield is 0.800. The reactants are [F:1][C:2]([F:51])([CH2:44][CH2:45][CH2:46][CH2:47][CH2:48][CH2:49][CH3:50])[CH2:3][CH2:4][CH2:5][CH2:6][CH2:7][CH2:8]/[CH:9]=[CH:10]/[C@H:11]([C:21](N1[C@@H](C(C)C)C(C2C=CC=CC=2)(C2C=CC=CC=2)SC1=O)=[O:22])[C@@:12]([OH:20])([CH2:16][CH2:17][O:18][CH3:19])[C:13]([O-:15])=[O:14].[NH2:52][C@@H:53]([CH2:58][C:59]1[CH:64]=[CH:63][C:62]([O:65][CH2:66][C:67]#[C:68][CH3:69])=[CH:61][CH:60]=1)[C:54]([O:56][CH3:57])=[O:55]. (4) The reactants are [Br:1][C:2]1[N:6]([CH3:7])[C:5]([CH2:8]O)=[N:4][CH:3]=1.BrC(Br)(Br)Br.C1(P(C2C=CC=CC=2)C2C=CC=CC=2)C=CC=CC=1.[H-].[Na+].[CH3:36][C:37]1[NH:38][CH:39]=[CH:40][N:41]=1. The catalyst is C1COCC1.CN(C=O)C. The product is [Br:1][C:2]1[N:6]([CH3:7])[C:5]([CH2:8][N:38]2[CH:39]=[CH:40][N:41]=[C:37]2[CH3:36])=[N:4][CH:3]=1. The yield is 0.520. (5) The reactants are [O:1]1[C:5]2[CH:6]=[CH:7][C:8]([C:10]3[C:15]([CH:16]([CH2:21][CH2:22][CH3:23])[C:17]([O:19]C)=[O:18])=[C:14]([CH3:24])[N:13]=[C:12]([C:25]4[CH:30]=[CH:29][CH:28]=[CH:27][CH:26]=4)[N:11]=3)=[CH:9][C:4]=2[CH:3]=[CH:2]1.[OH-].[Na+]. The catalyst is CO. The product is [O:1]1[C:5]2[CH:6]=[CH:7][C:8]([C:10]3[C:15]([CH:16]([CH2:21][CH2:22][CH3:23])[C:17]([OH:19])=[O:18])=[C:14]([CH3:24])[N:13]=[C:12]([C:25]4[CH:26]=[CH:27][CH:28]=[CH:29][CH:30]=4)[N:11]=3)=[CH:9][C:4]=2[CH:3]=[CH:2]1. The yield is 0.810. (6) The reactants are [N:1]1([C:7]2[N:12]=[C:11]([N:13]3[CH:18]4[CH2:19][CH2:20][CH:14]3[CH2:15][O:16][CH2:17]4)[N:10]=[C:9]([C:21]3[CH:27]=[CH:26][C:24]([NH2:25])=[CH:23][CH:22]=3)[N:8]=2)[CH2:6][CH2:5][O:4][CH2:3][CH2:2]1.ClC(Cl)(O[C:32](=[O:38])OC(Cl)(Cl)Cl)Cl.[NH2:40][C:41]1[CH:48]=[CH:47][C:44]([C:45]#[N:46])=[CH:43][CH:42]=1. No catalyst specified. The product is [C:45]([C:44]1[CH:47]=[CH:48][C:41]([NH:40][C:32]([NH:25][C:24]2[CH:26]=[CH:27][C:21]([C:9]3[N:8]=[C:7]([N:1]4[CH2:2][CH2:3][O:4][CH2:5][CH2:6]4)[N:12]=[C:11]([N:13]4[CH:14]5[CH2:20][CH2:19][CH:18]4[CH2:17][O:16][CH2:15]5)[N:10]=3)=[CH:22][CH:23]=2)=[O:38])=[CH:42][CH:43]=1)#[N:46]. The yield is 0.460. (7) The reactants are [O:1]=[C:2]1[C:7]([CH2:8][C:9]2[CH:14]=[CH:13][C:12]([C:15]3[C:16]([C:21]#[N:22])=[CH:17][CH:18]=[CH:19][CH:20]=3)=[CH:11][CH:10]=2)=[C:6]([CH2:23][CH2:24][CH3:25])[N:5]2[N:26]=[CH:27][N:28]=[C:4]2[NH:3]1.[CH3:29][C:30]1([CH3:42])[CH2:34][C:33]2[CH:35]=[C:36](B(O)O)[CH:37]=[CH:38][C:32]=2[O:31]1.C(N(CC)CC)C.N1C=CC=CC=1. The catalyst is ClCCl.C(OCC)(=O)C.C([O-])(=O)C.[Cu+2].C([O-])(=O)C. The product is [CH3:29][C:30]1([CH3:42])[CH2:34][C:33]2[CH:35]=[C:36]([N:3]3[C:2](=[O:1])[C:7]([CH2:8][C:9]4[CH:10]=[CH:11][C:12]([C:15]5[C:16]([C:21]#[N:22])=[CH:17][CH:18]=[CH:19][CH:20]=5)=[CH:13][CH:14]=4)=[C:6]([CH2:23][CH2:24][CH3:25])[N:5]4[N:26]=[CH:27][N:28]=[C:4]34)[CH:37]=[CH:38][C:32]=2[O:31]1. The yield is 1.00. (8) The reactants are Br[C:2]1[CH:14]=[CH:13][C:5]2[NH:6][C:7](=[O:12])[O:8][C:9]([CH3:11])([CH3:10])[C:4]=2[CH:3]=1.[Li]CCCC.CCCCCC.[B:26](OC(C)C)([O:31]C(C)C)[O:27]C(C)C. The catalyst is C1COCC1. The product is [CH3:10][C:9]1([CH3:11])[C:4]2[CH:3]=[C:2]([B:26]([OH:31])[OH:27])[CH:14]=[CH:13][C:5]=2[NH:6][C:7](=[O:12])[O:8]1. The yield is 0.810. (9) The yield is 0.640. The product is [S:4]1[CH:5]=[CH:6][C:2]([C:9](=[O:10])[CH2:8][CH2:7][CH3:11])=[CH:3]1. The catalyst is CC(C)=O.O. The reactants are Br[C:2]1[CH:6]=[CH:5][S:4][CH:3]=1.[CH2:7]1[CH2:11][O:10][CH2:9][CH2:8]1.CON(C)C(=O)CCC. (10) The reactants are C(Cl)(=O)C(Cl)=O.[N+:7]([C:10]1[CH:18]=[CH:17][CH:16]=[C:12]([C:13](O)=[O:14])[C:11]=1[OH:19])([O-:9])=[O:8].[C]=O.[CH3:22][NH:23][CH3:24]. The catalyst is ClCCl.CN(C)C=O.O1CCCC1. The product is [OH:19][C:11]1[C:10]([N+:7]([O-:9])=[O:8])=[CH:18][CH:17]=[CH:16][C:12]=1[C:13]([N:23]([CH3:24])[CH3:22])=[O:14]. The yield is 0.970.